From a dataset of Peptide-MHC class II binding affinity with 134,281 pairs from IEDB. Regression. Given a peptide amino acid sequence and an MHC pseudo amino acid sequence, predict their binding affinity value. This is MHC class II binding data. (1) The peptide sequence is GPGSTGLNITGVTCG. The MHC is HLA-DPA10103-DPB10301 with pseudo-sequence HLA-DPA10103-DPB10301. The binding affinity (normalized) is 0. (2) The MHC is DRB1_0701 with pseudo-sequence DRB1_0701. The peptide sequence is PAKNIYSFNEIVALW. The binding affinity (normalized) is 0.450. (3) The peptide sequence is ALKVAATAANAAPAN. The MHC is DRB1_0802 with pseudo-sequence DRB1_0802. The binding affinity (normalized) is 0.553. (4) The peptide sequence is SGQVVTYALNTITNLKK. The MHC is DRB1_0301 with pseudo-sequence DRB1_0301. The binding affinity (normalized) is 0.454. (5) The peptide sequence is SKAALTSKLDAAYKL. The MHC is HLA-DPA10103-DPB10401 with pseudo-sequence HLA-DPA10103-DPB10401. The binding affinity (normalized) is 0.292. (6) The peptide sequence is AASLRKAGKSVVVLNK. The MHC is HLA-DQA10102-DQB10501 with pseudo-sequence HLA-DQA10102-DQB10501. The binding affinity (normalized) is 0.502. (7) The peptide sequence is YTTEGGTKTEAEDVI. The MHC is HLA-DPA10103-DPB10401 with pseudo-sequence HLA-DPA10103-DPB10401. The binding affinity (normalized) is 0.134. (8) The peptide sequence is GYTPATPAAPAGAEP. The MHC is DRB1_1001 with pseudo-sequence DRB1_1001. The binding affinity (normalized) is 0.832.